This data is from Reaction yield outcomes from USPTO patents with 853,638 reactions. The task is: Predict the reaction yield, written as a fraction of the theoretical maximum amount of product (1.0 means a 100% yield; for example, 0.34 means a 34% yield). The reactants are [CH3:1][N:2](C)[C:3]1[CH:8]=[CH:7][CH:6]=[CH:5][CH:4]=1.FC(F)(F)S(O[C:16]1[C:21]([CH3:22])=[CH:20][CH:19]=[C:18]([CH3:23])[C:17]=1[Si](C)(C)C)(=O)=O.[F-].[K+].C1OCCOCCOCCOCCOCCOC1. The catalyst is C1COCC1. The product is [CH3:1][N:2]([C:3]1[CH:8]=[CH:7][CH:6]=[CH:5][CH:4]=1)[C:17]1[CH:16]=[C:21]([CH3:22])[CH:20]=[CH:19][C:18]=1[CH3:23]. The yield is 0.640.